This data is from Peptide-MHC class II binding affinity with 134,281 pairs from IEDB. The task is: Regression. Given a peptide amino acid sequence and an MHC pseudo amino acid sequence, predict their binding affinity value. This is MHC class II binding data. (1) The peptide sequence is FEAMYLGTCQTLTPM. The MHC is DRB1_0401 with pseudo-sequence DRB1_0401. The binding affinity (normalized) is 0.652. (2) The peptide sequence is KESGDAASGADGTYD. The MHC is DRB1_0301 with pseudo-sequence DRB1_0301. The binding affinity (normalized) is 0. (3) The peptide sequence is ERKILRPRWIDARVYSDH. The MHC is DRB3_0101 with pseudo-sequence DRB3_0101. The binding affinity (normalized) is 0. (4) The peptide sequence is SGRLKFLDVCVALDM. The MHC is DRB1_0405 with pseudo-sequence DRB1_0405. The binding affinity (normalized) is 0.639.